From a dataset of Full USPTO retrosynthesis dataset with 1.9M reactions from patents (1976-2016). Predict the reactants needed to synthesize the given product. (1) Given the product [C:32]([O:31][C:29]([N:17]([C:15]([O:14][C:10]([CH3:13])([CH3:12])[CH3:11])=[O:16])[C:18]1[N:28]=[C:21]2[CH:22]=[CH:23][CH:24]=[C:25]([CH2:26][N:48]3[CH2:49][CH2:50][NH:45][C:46](=[O:51])[CH2:47]3)[N:20]2[N:19]=1)=[O:30])([CH3:34])([CH3:35])[CH3:33], predict the reactants needed to synthesize it. The reactants are: CS(OS(C)(=O)=O)(=O)=O.[C:10]([O:14][C:15]([N:17]([C:29]([O:31][C:32]([CH3:35])([CH3:34])[CH3:33])=[O:30])[C:18]1[N:28]=[C:21]2[CH:22]=[CH:23][CH:24]=[C:25]([CH2:26]O)[N:20]2[N:19]=1)=[O:16])([CH3:13])([CH3:12])[CH3:11].C(N(CC)C(C)C)(C)C.[NH:45]1[CH2:50][CH2:49][NH:48][CH2:47][C:46]1=[O:51]. (2) The reactants are: [Br:1][C:2]1[CH:7]=[C:6]([C:8]([F:17])([C:13]([F:16])([F:15])[F:14])[C:9]([F:12])([F:11])[F:10])[CH:5]=[C:4]([Br:18])[C:3]=1[NH:19][C:20]([C:22]1[C:23]([O:38][CH3:39])=[C:24]([N:28]([CH3:37])[C:29]([C:31]2[CH:36]=[CH:35][N:34]=[CH:33][CH:32]=2)=[O:30])[CH:25]=[CH:26][CH:27]=1)=[O:21].[H-].[Na+].I[CH3:43].O. Given the product [Br:1][C:2]1[CH:7]=[C:6]([C:8]([F:17])([C:9]([F:10])([F:11])[F:12])[C:13]([F:14])([F:15])[F:16])[CH:5]=[C:4]([Br:18])[C:3]=1[N:19]([CH3:43])[C:20]([C:22]1[C:23]([O:38][CH3:39])=[C:24]([N:28]([CH3:37])[C:29]([C:31]2[CH:32]=[CH:33][N:34]=[CH:35][CH:36]=2)=[O:30])[CH:25]=[CH:26][CH:27]=1)=[O:21], predict the reactants needed to synthesize it. (3) Given the product [CH:24]1([C:2]2[CH:10]=[CH:9][CH:8]=[C:7]3[C:3]=2[C:4]([CH:14]=[O:15])=[CH:5][N:6]3[CH:11]([CH3:13])[CH3:12])[CH2:26][CH2:25]1, predict the reactants needed to synthesize it. The reactants are: Br[C:2]1[CH:10]=[CH:9][CH:8]=[C:7]2[C:3]=1[C:4]([CH:14]=[O:15])=[CH:5][N:6]2[CH:11]([CH3:13])[CH3:12].CC1(C)C(C)(C)OB([CH:24]2[CH2:26][CH2:25]2)O1.O.[OH-].[Li+]. (4) Given the product [Cl:1][C:2]1[N:7]=[C:6]2[CH:8]=[CH:9][N:10]([CH2:15][CH2:16][CH3:17])[C:5]2=[C:4]([CH3:11])[CH:3]=1, predict the reactants needed to synthesize it. The reactants are: [Cl:1][C:2]1[N:7]=[C:6]2[CH:8]=[CH:9][NH:10][C:5]2=[C:4]([CH3:11])[CH:3]=1.[H-].[Na+].I[CH2:15][CH2:16][CH3:17].O. (5) Given the product [CH3:1][NH:2][CH2:3][CH2:4][C:5]1[CH:10]=[CH:9][C:8]([N+:11]([O-:13])=[O:12])=[CH:7][CH:6]=1, predict the reactants needed to synthesize it. The reactants are: [CH3:1][NH:2][C:3](=O)[CH2:4][C:5]1[CH:10]=[CH:9][C:8]([N+:11]([O-:13])=[O:12])=[CH:7][CH:6]=1. (6) Given the product [N:33]1[CH:34]=[CH:35][C:30]([CH2:29][O:1][C:2]2[CH:7]=[CH:6][C:5]([CH2:8][C:9]([N:11]3[CH2:12][CH2:13][N:14]([C:17]4[N:24]=[CH:23][CH:22]=[CH:21][C:18]=4[C:19]#[N:20])[CH2:15][CH2:16]3)=[O:10])=[CH:4][CH:3]=2)=[CH:31][CH:32]=1, predict the reactants needed to synthesize it. The reactants are: [OH:1][C:2]1[CH:7]=[CH:6][C:5]([CH2:8][C:9]([N:11]2[CH2:16][CH2:15][N:14]([C:17]3[N:24]=[CH:23][CH:22]=[CH:21][C:18]=3[C:19]#[N:20])[CH2:13][CH2:12]2)=[O:10])=[CH:4][CH:3]=1.[H-].[Na+].Br.Br[CH2:29][C:30]1[CH:35]=[CH:34][N:33]=[CH:32][CH:31]=1. (7) Given the product [C:1]12([NH:11][CH2:21][C:13]3[O:12][C:16]4[CH:17]=[CH:18][CH:19]=[CH:20][C:15]=4[CH:14]=3)[CH2:8][CH:7]3[CH2:6][CH:5]([CH2:4][CH:3]([CH2:9]3)[CH2:2]1)[CH2:10]2, predict the reactants needed to synthesize it. The reactants are: [C:1]12([NH2:11])[CH2:10][CH:5]3[CH2:6][CH:7]([CH2:9][CH:3]([CH2:4]3)[CH2:2]1)[CH2:8]2.[O:12]1[C:16]2[CH:17]=[CH:18][CH:19]=[CH:20][C:15]=2[CH:14]=[C:13]1[CH:21]=O.